Dataset: Forward reaction prediction with 1.9M reactions from USPTO patents (1976-2016). Task: Predict the product of the given reaction. (1) Given the reactants C(=O)([O-])[O-].[K+].[K+].Br[CH2:8][CH2:9][CH2:10][CH2:11][CH2:12][CH2:13][CH2:14][CH2:15][CH2:16][CH2:17][CH2:18][CH2:19][CH2:20][CH2:21][CH2:22][CH2:23][CH2:24][CH3:25].[CH3:26][N:27]([CH3:43])[CH2:28][CH2:29][CH2:30][NH:31][C:32](=[O:42])[CH2:33][CH2:34][C:35]1[CH:40]=[CH:39][CH:38]=[CH:37][C:36]=1[OH:41], predict the reaction product. The product is: [CH3:43][N:27]([CH3:26])[CH2:28][CH2:29][CH2:30][NH:31][C:32](=[O:42])[CH2:33][CH2:34][C:35]1[CH:40]=[CH:39][CH:38]=[CH:37][C:36]=1[O:41][CH2:8][CH2:9][CH2:10][CH2:11][CH2:12][CH2:13][CH2:14][CH2:15][CH2:16][CH2:17][CH2:18][CH2:19][CH2:20][CH2:21][CH2:22][CH2:23][CH2:24][CH3:25]. (2) Given the reactants Cl[C:2]1[C:7]([C:8]([OH:10])=O)=[CH:6][N:5]=[C:4](Cl)[CH:3]=1.ClC1C(C)=CC(C(O)=O)=CN=1.[NH:23]1[C:27]2[CH:28]=[CH:29][CH:30]=[CH:31][C:26]=2[N:25]=[C:24]1[C:32]1[CH:33]=[C:34]([CH:36]=[CH:37][C:38]=1[Cl:39])[NH2:35].[CH3:40][C@@H:41]1[O:46][C@H:45]([CH3:47])[CH2:44][NH:43][CH2:42]1, predict the reaction product. The product is: [NH:23]1[C:27]2[CH:28]=[CH:29][CH:30]=[CH:31][C:26]=2[N:25]=[C:24]1[C:32]1[CH:33]=[C:34]([NH:35][C:8](=[O:10])[C:7]2[CH:2]=[CH:3][C:4]([N:43]3[CH2:42][C@@H:41]([CH3:40])[O:46][C@@H:45]([CH3:47])[CH2:44]3)=[N:5][CH:6]=2)[CH:36]=[CH:37][C:38]=1[Cl:39]. (3) Given the reactants [C:1]1([NH:7][C:8]([CH:10]2[CH2:15][CH2:14][CH2:13][N:12]([C:16]([C:18]3([C:22]4[CH:27]=[CH:26][C:25]([Cl:28])=[CH:24][CH:23]=4)[CH2:21][CH2:20][CH2:19]3)=O)[CH2:11]2)=O)[CH:6]=[CH:5][CH:4]=[CH:3][CH:2]=1.COCCO[AlH2-]OCCOC.[Na+], predict the reaction product. The product is: [Cl:28][C:25]1[CH:24]=[CH:23][C:22]([C:18]2([CH2:16][N:12]3[CH2:13][CH2:14][CH2:15][CH:10]([CH2:8][NH:7][C:1]4[CH:2]=[CH:3][CH:4]=[CH:5][CH:6]=4)[CH2:11]3)[CH2:19][CH2:20][CH2:21]2)=[CH:27][CH:26]=1. (4) Given the reactants Cl[C:2]1[N:7]=[C:6]([C:8]2[C:9]([C:17]3[CH:18]=[C:19]([NH:23][C:24](=[O:29])[C:25]([F:28])([F:27])[F:26])[CH:20]=[CH:21][CH:22]=3)=[N:10][N:11]3[CH:16]=[CH:15][CH:14]=[CH:13][C:12]=23)[CH:5]=[CH:4][N:3]=1.[F:30][C:31]1[CH:32]=[C:33]([CH:35]=[CH:36][CH:37]=1)[NH2:34].CN1CCC2C(=CC(NC3N=C(C4C(C5C=C(NC(=O)CC6SC=CC=6)C=CC=5)=NN5C=CC=CC=45)C=CN=3)=CC=2)C1, predict the reaction product. The product is: [F:26][C:25]([F:28])([F:27])[C:24]([NH:23][C:19]1[CH:20]=[CH:21][CH:22]=[C:17]([C:9]2[C:8]([C:6]3[CH:5]=[CH:4][N:3]=[C:2]([NH:34][C:33]4[CH:35]=[CH:36][CH:37]=[C:31]([F:30])[CH:32]=4)[N:7]=3)=[C:12]3[CH:13]=[CH:14][CH:15]=[CH:16][N:11]3[N:10]=2)[CH:18]=1)=[O:29]. (5) Given the reactants F[B-](F)(F)F.[F:6][S:7]([F:19])([F:18])([F:17])([F:16])[C:8]1[CH:13]=[CH:12][C:11]([N+]#N)=[CH:10][CH:9]=1.FC1C=CC(S(F)(F)(F)(F)F)=CC=1.[CH3:33][O:34][C:35]1[CH:40]=[CH:39][C:38](S(F)(F)(F)(F)F)=[CH:37][CH:36]=1.FS(F)(F)(F)(F)C1C=CC(O)=CC=1, predict the reaction product. The product is: [CH3:33][O:34][C:35]1[CH:40]=[CH:39][C:38]([C:11]2[CH:12]=[CH:13][C:8]([S:7]([F:19])([F:18])([F:17])([F:16])[F:6])=[CH:9][CH:10]=2)=[CH:37][CH:36]=1. (6) Given the reactants [Br:1][C:2]1[CH:3]=[C:4]([CH:6]=[CH:7][CH:8]=1)[NH2:5].[I:9][C:10]1[CH:19]=[CH:18]C2C(=CC=CC=2)N=1, predict the reaction product. The product is: [Br:1][C:2]1[CH:3]=[C:4]2[C:6]([C:10]([I:9])=[CH:19][CH:18]=[N:5]2)=[CH:7][CH:8]=1. (7) Given the reactants [Cl:1][C:2]1[CH:7]=[CH:6][C:5]([S:8]([N:11]2[C:20]3[C:15](=[CH:16][CH:17]=[C:18]([NH2:21])[CH:19]=3)[CH2:14][CH2:13][CH2:12]2)(=[O:10])=[O:9])=[CH:4][CH:3]=1.[Cl:22][C:23]1[CH:31]=[CH:30][CH:29]=[C:28]([F:32])[C:24]=1[C:25](Cl)=[O:26].C(N(CC)C(C)C)(C)C, predict the reaction product. The product is: [Cl:22][C:23]1[CH:31]=[CH:30][CH:29]=[C:28]([F:32])[C:24]=1[C:25]([NH:21][C:18]1[CH:19]=[C:20]2[C:15]([CH2:14][CH2:13][CH2:12][N:11]2[S:8]([C:5]2[CH:6]=[CH:7][C:2]([Cl:1])=[CH:3][CH:4]=2)(=[O:9])=[O:10])=[CH:16][CH:17]=1)=[O:26]. (8) The product is: [CH3:13][O:12][C:9]1[CH:10]=[CH:11][C:6](/[CH:5]=[N:4]/[CH2:3][CH2:1][OH:2])=[CH:7][CH:8]=1. Given the reactants [CH2:1]([CH2:3][NH2:4])[OH:2].[CH:5](=O)[C:6]1[CH:11]=[CH:10][C:9]([O:12][CH3:13])=[CH:8][CH:7]=1, predict the reaction product.